From a dataset of Forward reaction prediction with 1.9M reactions from USPTO patents (1976-2016). Predict the product of the given reaction. (1) The product is: [Br:1][C:2]1[CH:11]=[CH:10][C:9]2[C:4]3[C:3]=1[CH2:12][C:13](=[O:15])[C:5]=3[CH:6]=[CH:7][CH:8]=2.[Br:16][C:17]1[C:26]2=[C:25]3[C:20]([CH:21]=[CH:22][CH:23]=[C:24]3[CH2:27][C:28]2=[O:30])=[CH:19][CH:18]=1. Given the reactants [Br:1][C:2]1[CH:11]=[CH:10][C:9]2[C:4](=[CH:5][CH:6]=[CH:7][CH:8]=2)[C:3]=1[CH2:12][C:13]([OH:15])=O.[Br:16][C:17]1[CH:26]=[C:25]2[C:20]([CH:21]=[CH:22][CH:23]=[C:24]2[CH2:27][C:28]([OH:30])=O)=[CH:19][CH:18]=1, predict the reaction product. (2) Given the reactants [CH3:1][O:2][C:3]1[CH:14]=[CH:13][C:6]2[CH2:7][CH2:8][CH2:9][C:10](=[O:12])[NH:11][C:5]=2[CH:4]=1.[Li+].CC([N-]C(C)C)C.CCCCCCC.C1COCC1.C(C1C=CC=CC=1)C.[C:43](O[C:43]([O:44][CH2:45][CH3:46])=[O:47])(=[O:47])[O:44][CH2:45][CH3:46], predict the reaction product. The product is: [CH2:45]([O:44][C:43]([CH:9]1[CH2:8][CH2:7][C:6]2[CH:13]=[CH:14][C:3]([O:2][CH3:1])=[CH:4][C:5]=2[NH:11][C:10]1=[O:12])=[O:47])[CH3:46]. (3) The product is: [CH3:23][C:20]1[CH:21]=[CH:22][C:17]([S:14]([O:13][CH2:12][CH:9]2[N:8]3[C:33](=[O:34])[NH:1][C:2]4=[CH:3][CH:4]=[CH:5][C:6](=[C:7]34)[O:11][CH2:10]2)(=[O:16])=[O:15])=[CH:18][CH:19]=1. Given the reactants [NH2:1][C:2]1[C:7]2[NH:8][CH:9]([CH2:12][O:13][S:14]([C:17]3[CH:22]=[CH:21][C:20]([CH3:23])=[CH:19][CH:18]=3)(=[O:16])=[O:15])[CH2:10][O:11][C:6]=2[CH:5]=[CH:4][CH:3]=1.C(N(CC)C(C)C)(C)C.[C:33](N1C=CN=C1)(N1C=CN=C1)=[O:34], predict the reaction product. (4) The product is: [CH3:23][NH:24][C:12]1[CH:6]([C:2]2[S:1][CH:5]=[CH:4][CH:3]=2)[N:7]=[C:8]([C:18]2[S:19][CH:20]=[CH:21][CH:22]=2)[C:9]2[CH:17]=[CH:16][CH:15]=[N:14][C:10]=2[N:11]=1. Given the reactants [S:1]1[CH:5]=[CH:4][CH:3]=[C:2]1[CH:6]1[C:12](=S)[NH:11][C:10]2[N:14]=[CH:15][CH:16]=[CH:17][C:9]=2[C:8]([C:18]2[S:19][CH:20]=[CH:21][CH:22]=2)=[N:7]1.[CH3:23][NH2:24], predict the reaction product. (5) The product is: [CH:1]1([O:7][N:8]2[C:13]([CH3:14])([CH3:15])[CH2:12][C:11](=[O:16])[CH2:10][C:9]2([CH3:18])[CH3:17])[CH2:6][CH2:5][CH:4]=[CH:3][CH2:2]1. Given the reactants [CH:1]1([O:7][N:8]2[C:13]([CH3:15])([CH3:14])[CH2:12][C:11](=[O:16])[CH2:10][C:9]2([CH3:18])[CH3:17])[CH2:6][CH2:5][CH2:4][CH2:3][CH2:2]1.C1(C=O)CCCCC1, predict the reaction product. (6) Given the reactants [F:1][C:2]1[CH:10]=[CH:9][CH:8]=[C:7]2[C:3]=1[C:4]([C:11]([NH:13][CH:14]1[CH2:19][CH2:18][O:17][CH2:16][CH2:15]1)=[O:12])=[CH:5][NH:6]2.Br[CH2:21][C:22]1[CH:31]=[CH:30][C:25]([C:26]([O:28][CH3:29])=[O:27])=[C:24]([F:32])[CH:23]=1, predict the reaction product. The product is: [F:32][C:24]1[CH:23]=[C:22]([CH2:21][N:6]2[C:7]3[C:3](=[C:2]([F:1])[CH:10]=[CH:9][CH:8]=3)[C:4]([C:11](=[O:12])[NH:13][CH:14]3[CH2:19][CH2:18][O:17][CH2:16][CH2:15]3)=[CH:5]2)[CH:31]=[CH:30][C:25]=1[C:26]([O:28][CH3:29])=[O:27]. (7) Given the reactants [Br-:1].[Br-].[Br-].[NH+]1C=CC=CC=1.[NH+]1C=CC=CC=1.[NH+]1C=CC=CC=1.[O:22]1[CH:26]=[CH:25][C:24]([C:27]([OH:29])=[O:28])=[CH:23]1, predict the reaction product. The product is: [Br:1][C:26]1[O:22][CH:23]=[C:24]([C:27]([OH:29])=[O:28])[CH:25]=1.